From a dataset of Reaction yield outcomes from USPTO patents with 853,638 reactions. Predict the reaction yield, written as a fraction of the theoretical maximum amount of product (1.0 means a 100% yield; for example, 0.34 means a 34% yield). (1) The reactants are [Br:1][C:2]1[CH:7]=[CH:6][C:5]([C:8](=[O:29])[CH2:9][C:10]([CH2:21][CH2:22][C:23]2[CH:28]=[CH:27][CH:26]=[CH:25][CH:24]=2)(C(OCC)=O)[C:11]([O:13][CH2:14][CH3:15])=[O:12])=[CH:4][CH:3]=1.[OH-].[Na+]. The catalyst is CC(C)=O.C(O)C. The product is [Br:1][C:2]1[CH:3]=[CH:4][C:5]([C:8](=[O:29])[CH2:9][CH:10]([CH2:21][CH2:22][C:23]2[CH:24]=[CH:25][CH:26]=[CH:27][CH:28]=2)[C:11]([O:13][CH2:14][CH3:15])=[O:12])=[CH:6][CH:7]=1. The yield is 0.650. (2) The reactants are [Br:1][C:2]1[CH:3]=[C:4]([C:9]([C:13]2[N:14]([CH2:18][CH3:19])[N:15]=[CH:16][CH:17]=2)=[CH:10]OC)[C:5]([NH2:8])=[N:6][CH:7]=1.Cl. The catalyst is C(O)C. The product is [Br:1][C:2]1[CH:3]=[C:4]2[C:9]([C:13]3[N:14]([CH2:18][CH3:19])[N:15]=[CH:16][CH:17]=3)=[CH:10][NH:8][C:5]2=[N:6][CH:7]=1. The yield is 0.590. (3) The reactants are [N:1]1([C:7]2[C:8]3[S:28][C:27]([CH2:29][N:30]4[CH2:35][CH2:34][N:33]([C:36]([CH3:41])([CH3:40])[C:37]([NH2:39])=[O:38])[CH2:32][CH2:31]4)=[CH:26][C:9]=3[N:10]=[C:11]([Sn](CCCC)(CCCC)CCCC)[N:12]=2)[CH2:6][CH2:5][O:4][CH2:3][CH2:2]1.Br[C:43]1[N:48]2[CH:49]=[CH:50][N:51]=[C:47]2[CH:46]=[CH:45][C:44]=1[F:52]. The catalyst is O1CCOCC1.C1C=CC([P]([Pd]([P](C2C=CC=CC=2)(C2C=CC=CC=2)C2C=CC=CC=2)([P](C2C=CC=CC=2)(C2C=CC=CC=2)C2C=CC=CC=2)[P](C2C=CC=CC=2)(C2C=CC=CC=2)C2C=CC=CC=2)(C2C=CC=CC=2)C2C=CC=CC=2)=CC=1.S1C=CC=C1C([O-])=O.[Cu+]. The product is [F:52][C:44]1[CH:45]=[CH:46][C:47]2[N:48]([CH:49]=[CH:50][N:51]=2)[C:43]=1[C:11]1[N:12]=[C:7]([N:1]2[CH2:2][CH2:3][O:4][CH2:5][CH2:6]2)[C:8]2[S:28][C:27]([CH2:29][N:30]3[CH2:31][CH2:32][N:33]([C:36]([CH3:41])([CH3:40])[C:37]([NH2:39])=[O:38])[CH2:34][CH2:35]3)=[CH:26][C:9]=2[N:10]=1. The yield is 0.370. (4) The reactants are [CH3:1][O:2][C:3]([C:5]1[C:13]2[C:8](=[N:9][CH:10]=[C:11](B(O)O)[CH:12]=2)[N:7]([CH2:17][O:18][CH2:19][CH2:20][Si:21]([CH3:24])([CH3:23])[CH3:22])[N:6]=1)=[O:4].[NH:25]1[CH2:30][CH2:29][O:28][CH2:27][CH2:26]1.N1C=CC=CC=1. The catalyst is CN(C=O)C.[Cl-].[NH4+].O.C([O-])(=O)C.[Cu+2].C([O-])(=O)C. The yield is 0.0300. The product is [O:28]1[CH2:29][CH2:30][N:25]([C:11]2[CH:12]=[C:13]3[C:5]([C:3]([O:2][CH3:1])=[O:4])=[N:6][N:7]([CH2:17][O:18][CH2:19][CH2:20][Si:21]([CH3:24])([CH3:23])[CH3:22])[C:8]3=[N:9][CH:10]=2)[CH2:26][CH2:27]1. (5) The reactants are C([Li])CCC.[S:6]1[CH:10]=[CH:9][N:8]=[CH:7]1.[O:11]=[C:12]1[CH2:16][CH2:15][N:14]([C:17]([O:19][C:20]([CH3:23])([CH3:22])[CH3:21])=[O:18])[CH2:13]1. The catalyst is CCCCCC.C1COCC1. The product is [OH:11][C:12]1([C:7]2[S:6][CH:10]=[CH:9][N:8]=2)[CH2:16][CH2:15][N:14]([C:17]([O:19][C:20]([CH3:23])([CH3:22])[CH3:21])=[O:18])[CH2:13]1. The yield is 0.700.